This data is from Forward reaction prediction with 1.9M reactions from USPTO patents (1976-2016). The task is: Predict the product of the given reaction. (1) Given the reactants [CH3:1][C@@H:2]1[C@@H:41]([OH:42])[C@@H:40]([CH3:43])[C@H:39]([CH3:44])[O:38][C:36](=[O:37])[CH2:35][C@H:34]([OH:45])[CH2:33][C@H:32]([OH:46])[CH2:31][CH2:30][C@@H:29]([OH:47])[C@H:28]([OH:48])[CH2:27][C@H:26]([OH:49])[CH2:25][C@@:23]2([OH:50])[O:24][C@H:19]([C@H:20]([C:52]([OH:54])=[O:53])[C@@H:21]([OH:51])[CH2:22]2)[CH2:18][C@@H:17]([O:55][C@@H:56]2[O:61][C@H:60]([CH3:62])[C@@H:59]([OH:63])[C@H:58]([NH2:64])[C@@H:57]2[OH:65])[CH:16]=[CH:15][CH:14]=[CH:13][CH:12]=[CH:11][CH:10]=[CH:9][CH:8]=[CH:7][CH:6]=[CH:5][CH:4]=[CH:3]1.C1([N:72]=C=NC2CCCCC2)CCCCC1.[OH2:81], predict the reaction product. The product is: [CH2:60]([CH2:62][NH2:72])[CH2:59][C@H:58]([NH2:64])[C:57]([OH:65])=[O:81].[CH3:1][C@@H:2]1[C@@H:41]([OH:42])[C@@H:40]([CH3:43])[C@H:39]([CH3:44])[O:38][C:36](=[O:37])[CH2:35][C@H:34]([OH:45])[CH2:33][C@H:32]([OH:46])[CH2:31][CH2:30][C@@H:29]([OH:47])[C@H:28]([OH:48])[CH2:27][C@H:26]([OH:49])[CH2:25][C@@:23]2([OH:50])[O:24][C@H:19]([C@H:20]([C:52]([OH:54])=[O:53])[C@@H:21]([OH:51])[CH2:22]2)[CH2:18][C@@H:17]([O:55][C@@H:56]2[O:61][C@H:60]([CH3:62])[C@@H:59]([OH:63])[C@H:58]([NH2:64])[C@@H:57]2[OH:65])[CH:16]=[CH:15][CH:14]=[CH:13][CH:12]=[CH:11][CH:10]=[CH:9][CH:8]=[CH:7][CH:6]=[CH:5][CH:4]=[CH:3]1. (2) Given the reactants [CH3:1][N:2]([CH3:33])[C:3]([C:5]1[N:27]([CH:28]2[CH2:32][CH2:31][CH2:30][CH2:29]2)[C:8]2[N:9]=[C:10]([NH:13][C:14]3[CH:19]=[CH:18][C:17]([CH2:20][N:21]4[CH2:26][CH2:25][NH:24][CH2:23][CH2:22]4)=[CH:16][N:15]=3)[N:11]=[CH:12][C:7]=2[CH:6]=1)=[O:4].C(OC([NH:41][CH2:42][C:43](O)=[O:44])=O)(C)(C)C, predict the reaction product. The product is: [CH3:1][N:2]([CH3:33])[C:3]([C:5]1[N:27]([CH:28]2[CH2:32][CH2:31][CH2:30][CH2:29]2)[C:8]2[N:9]=[C:10]([NH:13][C:14]3[CH:19]=[CH:18][C:17]([CH2:20][N:21]4[CH2:26][CH2:25][N:24]([C:43](=[O:44])[CH2:42][NH2:41])[CH2:23][CH2:22]4)=[CH:16][N:15]=3)[N:11]=[CH:12][C:7]=2[CH:6]=1)=[O:4]. (3) Given the reactants [C:1]1([NH:11][C:12](=[O:23])[CH2:13][CH2:14][CH2:15][CH2:16][CH2:17]NC(=O)CS)[C:10]2[C:5](=[CH:6][CH:7]=[CH:8][CH:9]=2)[CH:4]=[CH:3][CH:2]=1.N, predict the reaction product. The product is: [C:1]1([NH:11][C:12](=[O:23])[CH2:13][CH2:14][CH2:15][CH2:16][CH3:17])[C:10]2[C:5](=[CH:6][CH:7]=[CH:8][CH:9]=2)[CH:4]=[CH:3][CH:2]=1. (4) The product is: [OH:1][C@@H:2]([C@@H:23]([C:25]1[CH:26]=[C:27]([CH3:31])[CH:28]=[CH:29][CH:30]=1)[CH3:24])/[CH:3]=[CH:4]/[C@H:5]1[C@H:12]([O:13][C:14](=[O:21])[C:15]2[CH:20]=[CH:19][CH:18]=[CH:17][CH:16]=2)[CH2:11][C@H:10]2[C@@H:6]1[CH2:7][C:8](=[O:22])[O:9]2. Given the reactants [O:1]=[C:2]([C@@H:23]([C:25]1[CH:26]=[C:27]([CH3:31])[CH:28]=[CH:29][CH:30]=1)[CH3:24])/[CH:3]=[CH:4]/[C@H:5]1[C@H:12]([O:13][C:14](=[O:21])[C:15]2[CH:20]=[CH:19][CH:18]=[CH:17][CH:16]=2)[CH2:11][C@H:10]2[C@@H:6]1[CH2:7][C:8](=[O:22])[O:9]2.B(Cl)([C@H]1[C@H](C)[C@@H]2C(C)(C)[C@@H](C2)C1)[C@H]1[C@H](C)[C@@H]2C(C)(C)[C@@H](C2)C1.CC(C)=O.C(=O)([O-])O.[Na+], predict the reaction product. (5) Given the reactants [C:1]1([CH2:7][CH2:8][NH2:9])[CH:6]=[CH:5][CH:4]=[CH:3][CH:2]=1.CNCCC1C=CC=CC=1.Cl[C:21]1[N:26]=[N:25][C:24]([N:27]2[CH2:32][CH2:31][N:30]([C:33]([C:35]3[CH:40]=[CH:39][CH:38]=[CH:37][C:36]=3[C:41]([F:44])([F:43])[F:42])=[O:34])[CH2:29][CH2:28]2)=[CH:23][CH:22]=1, predict the reaction product. The product is: [CH2:8]([NH:9][C:21]1[N:26]=[N:25][C:24]([N:27]2[CH2:28][CH2:29][N:30]([C:33]([C:35]3[CH:40]=[CH:39][CH:38]=[CH:37][C:36]=3[C:41]([F:42])([F:44])[F:43])=[O:34])[CH2:31][CH2:32]2)=[CH:23][CH:22]=1)[CH2:7][C:1]1[CH:6]=[CH:5][CH:4]=[CH:3][CH:2]=1. (6) Given the reactants [O:1]1[C:5]2[CH:6]=[CH:7][C:8]([C:10]3([C:13]([OH:15])=O)[CH2:12][CH2:11]3)=[CH:9][C:4]=2[O:3][CH2:2]1.CN(C(ON1N=NC2C=CC=CC1=2)=[N+](C)C)C.F[P-](F)(F)(F)(F)F.CCN(CC)CC.[NH2:47][C:48]1[CH:49]=[C:50]2[C:54](=[CH:55][CH:56]=1)[NH:53][C:52]([CH:57]([CH3:60])[CH2:58][OH:59])=[CH:51]2, predict the reaction product. The product is: [O:1]1[C:5]2[CH:6]=[CH:7][C:8]([C:10]3([C:13]([NH:47][C:48]4[CH:49]=[C:50]5[C:54](=[CH:55][CH:56]=4)[NH:53][C:52]([CH:57]([CH3:60])[CH2:58][OH:59])=[CH:51]5)=[O:15])[CH2:11][CH2:12]3)=[CH:9][C:4]=2[O:3][CH2:2]1. (7) Given the reactants [Cl:1][C:2]1[C:11]([N+:12]([O-:14])=[O:13])=[C:10](Cl)[C:9]2[C:4](=[CH:5][CH:6]=[CH:7][CH:8]=2)[N:3]=1.C(N(CC)CC)C.[O:23]1[CH2:28][CH2:27][CH:26]([CH2:29][NH2:30])[CH2:25][CH2:24]1.O, predict the reaction product. The product is: [Cl:1][C:2]1[C:11]([N+:12]([O-:14])=[O:13])=[C:10]([NH:30][CH2:29][CH:26]2[CH2:27][CH2:28][O:23][CH2:24][CH2:25]2)[C:9]2[C:4](=[CH:5][CH:6]=[CH:7][CH:8]=2)[N:3]=1.